This data is from Peptide-MHC class I binding affinity with 185,985 pairs from IEDB/IMGT. The task is: Regression. Given a peptide amino acid sequence and an MHC pseudo amino acid sequence, predict their binding affinity value. This is MHC class I binding data. (1) The peptide sequence is KPTGSAVV. The MHC is HLA-B07:02 with pseudo-sequence HLA-B07:02. The binding affinity (normalized) is 0.786. (2) The peptide sequence is SYFVASFRLF. The MHC is HLA-B40:01 with pseudo-sequence HLA-B40:01. The binding affinity (normalized) is 0.274. (3) The peptide sequence is LAVSAYTPW. The MHC is HLA-B58:01 with pseudo-sequence HLA-B58:01. The binding affinity (normalized) is 0.779.